From a dataset of Reaction yield outcomes from USPTO patents with 853,638 reactions. Predict the reaction yield, written as a fraction of the theoretical maximum amount of product (1.0 means a 100% yield; for example, 0.34 means a 34% yield). (1) The reactants are [NH2:1][C:2]1[CH:10]=[CH:9][C:8]([Cl:11])=[CH:7][C:3]=1[C:4]([OH:6])=[O:5].P([O-])([O-])(O)=O.[Na+].[Na+].[C:19]([C:23]1[CH:28]=[CH:27][C:26]([S:29](Cl)(=[O:31])=[O:30])=[CH:25][CH:24]=1)([CH3:22])([CH3:21])[CH3:20].NC1C=CC=CC=1. The catalyst is O.O1CCOCC1. The product is [C:19]([C:23]1[CH:28]=[CH:27][C:26]([S:29]([NH:1][C:2]2[CH:10]=[CH:9][C:8]([Cl:11])=[CH:7][C:3]=2[C:4]([OH:6])=[O:5])(=[O:31])=[O:30])=[CH:25][CH:24]=1)([CH3:22])([CH3:20])[CH3:21]. The yield is 0.870. (2) The reactants are [CH:1]1[N:5]=[CH:4][N:3]([CH2:6][C:7]([P:13]([OH:16])([OH:15])=[O:14])([P:9]([OH:12])([OH:11])=[O:10])[OH:8])[CH:2]=1.CN(C=O)C.[OH-].[Na+:23].O. The catalyst is C(O)C. The product is [CH:1]1[N:5]=[CH:4][N:3]([CH2:6][C:7]([P:9]([O-:12])([O-:11])=[O:10])([P:13]([O-:15])([OH:16])=[O:14])[OH:8])[CH:2]=1.[Na+:23].[Na+:23].[Na+:23]. The yield is 0.860. (3) The reactants are B([O-])[O-].[C:4]([O-:7])([O-])=[O:5].[K+].[K+].[CH2:10]([O:17][C:18]1[CH:27]=[CH:26][C:25]2[C:20](=[C:21](Br)[CH:22]=[CH:23][CH:24]=2)[N:19]=1)[C:11]1[CH:16]=[CH:15][CH:14]=[CH:13][CH:12]=1. The catalyst is CN(C=O)C. The product is [CH2:10]([O:17][C:18]1[CH:27]=[CH:26][C:25]2[C:20](=[C:21]([C:26]3[CH2:25][CH2:20][N:19]([C:4]([O:7][C:11]([CH3:16])([CH3:12])[CH3:10])=[O:5])[CH2:18][CH:27]=3)[CH:22]=[CH:23][CH:24]=2)[N:19]=1)[C:11]1[CH:16]=[CH:15][CH:14]=[CH:13][CH:12]=1. The yield is 0.520. (4) The reactants are [CH2:1]([I:3])[CH3:2].[Cl:4][C:5]1[CH:10]=[CH:9][C:8]([C:11]2([CH2:14][N:15]3[CH2:19][CH2:18][CH2:17][CH2:16]3)[CH2:13][CH2:12]2)=[CH:7][CH:6]=1. The catalyst is CO. The product is [I-:3].[Cl:4][C:5]1[CH:10]=[CH:9][C:8]([C:11]2([CH2:14][N+:15]3([CH2:1][CH3:2])[CH2:19][CH2:18][CH2:17][CH2:16]3)[CH2:12][CH2:13]2)=[CH:7][CH:6]=1. The yield is 0.930.